Predict the product of the given reaction. From a dataset of Forward reaction prediction with 1.9M reactions from USPTO patents (1976-2016). (1) Given the reactants [F:1][C:2]([F:10])([F:9])[CH:3]([OH:8])[C:4]([F:7])([F:6])[F:5].Cl[C:12](Cl)([O:14]C(=O)OC(Cl)(Cl)Cl)Cl.C(N(CC)C(C)C)(C)C.[Cl:32][C:33]1[CH:38]=[CH:37][C:36]([N:39]2[CH2:44][CH2:43][O:42][CH2:41][CH2:40]2)=[C:35]([CH2:45][N:46]2[CH2:51][CH2:50][NH:49][CH2:48][CH2:47]2)[CH:34]=1, predict the reaction product. The product is: [F:1][C:2]([F:10])([F:9])[CH:3]([O:8][C:12]([N:49]1[CH2:48][CH2:47][N:46]([CH2:45][C:35]2[CH:34]=[C:33]([Cl:32])[CH:38]=[CH:37][C:36]=2[N:39]2[CH2:44][CH2:43][O:42][CH2:41][CH2:40]2)[CH2:51][CH2:50]1)=[O:14])[C:4]([F:7])([F:6])[F:5]. (2) Given the reactants [C:1]1([C@H:7]([NH:9][C:10]2[C:19]3[C:14](=[CH:15][C:16]([O:23][CH2:24][CH2:25][N:26]4[CH2:31][CH2:30][NH:29][CH2:28][CH2:27]4)=[C:17]([N+:20]([O-:22])=[O:21])[CH:18]=3)[N:13]=[CH:12][N:11]=2)[CH3:8])[CH:6]=[CH:5][CH:4]=[CH:3][CH:2]=1.[O:32]1[CH2:36][CH:35]=[CH:34][C:33]1=[O:37], predict the reaction product. The product is: [C:1]1([C@H:7]([NH:9][C:10]2[C:19]3[C:14](=[CH:15][C:16]([O:23][CH2:24][CH2:25][N:26]4[CH2:31][CH2:30][N:29]([CH:35]5[CH2:36][O:32][C:33](=[O:37])[CH2:34]5)[CH2:28][CH2:27]4)=[C:17]([N+:20]([O-:22])=[O:21])[CH:18]=3)[N:13]=[CH:12][N:11]=2)[CH3:8])[CH:6]=[CH:5][CH:4]=[CH:3][CH:2]=1. (3) Given the reactants [OH:1][C:2]1[CH:7]=[CH:6][C:5]([CH2:8][CH2:9][CH2:10][CH2:11][C:12]([OH:14])=O)=[CH:4][CH:3]=1.[CH3:15][O:16][C:17]1[CH:25]=[CH:24][CH:23]=[CH:22][C:18]=1[CH2:19][NH:20][CH3:21], predict the reaction product. The product is: [OH:1][C:2]1[CH:3]=[CH:4][C:5]([CH2:8][CH2:9][CH2:10][CH2:11][C:12]([N:20]([CH2:19][C:18]2[CH:22]=[CH:23][CH:24]=[CH:25][C:17]=2[O:16][CH3:15])[CH3:21])=[O:14])=[CH:6][CH:7]=1.